This data is from Catalyst prediction with 721,799 reactions and 888 catalyst types from USPTO. The task is: Predict which catalyst facilitates the given reaction. (1) Reactant: [CH3:1][C:2]1[CH:29]=[CH:28][CH:27]=[C:26]([N+:30]([O-])=O)[C:3]=1[C:4]([N:6]([C:13](=O)[C@@H:14]([NH:17][C:18](=[O:24])[O:19][C:20]([CH3:23])([CH3:22])[CH3:21])[CH2:15][CH3:16])[C:7]1[CH:12]=[CH:11][CH:10]=[CH:9][CH:8]=1)=[O:5]. Product: [CH3:1][C:2]1[CH:29]=[CH:28][CH:27]=[C:26]2[C:3]=1[C:4](=[O:5])[N:6]([C:7]1[CH:12]=[CH:11][CH:10]=[CH:9][CH:8]=1)[C:13]([C@@H:14]([NH:17][C:18](=[O:24])[O:19][C:20]([CH3:23])([CH3:22])[CH3:21])[CH2:15][CH3:16])=[N:30]2. The catalyst class is: 183. (2) The catalyst class is: 9. Reactant: C(C[O:5][CH2:6][C:7]1[O:8][C:9]([CH2:13][NH:14][C:15]([C:17]2[CH:21]=[C:20]([NH:22][C:23](=[O:33])[C:24]3[CH:29]=[C:28]([F:30])[C:27]([F:31])=[CH:26][C:25]=3[Cl:32])[NH:19][N:18]=2)=[O:16])=[C:10]([CH3:12])[N:11]=1)(O)=O.O.ON1C2C=CC=CC=2N=N1.[CH3:45]CN=C=NCCCN(C)C.Cl.[CH2:57]([NH:59][CH2:60][CH3:61])[CH3:58].[C:62](=[O:65])([O-])O.[Na+]. Product: [CH2:57]([N:59]([CH2:60][CH3:61])[C:6]([C:7]1[O:8][C:9]([CH:13]([NH:14][C:15]([C:17]2[CH:21]=[C:20]([NH:22][C:23](=[O:33])[C:24]3[CH:29]=[C:28]([F:30])[C:27]([F:31])=[CH:26][C:25]=3[Cl:32])[NH:19][N:18]=2)=[O:16])[CH2:45][O:65][CH3:62])=[C:10]([CH3:12])[N:11]=1)=[O:5])[CH3:58].